This data is from Reaction yield outcomes from USPTO patents with 853,638 reactions. The task is: Predict the reaction yield, written as a fraction of the theoretical maximum amount of product (1.0 means a 100% yield; for example, 0.34 means a 34% yield). (1) The reactants are [NH:1]1[CH2:5][CH2:4][CH:3]([OH:6])[CH2:2]1.[C:7](O[C:7]([O:9][C:10]([CH3:13])([CH3:12])[CH3:11])=[O:8])([O:9][C:10]([CH3:13])([CH3:12])[CH3:11])=[O:8].C(=O)(O)[O-].[Na+]. The catalyst is O1CCOCC1.O. The product is [OH:6][CH:3]1[CH2:4][CH2:5][N:1]([C:7]([O:9][C:10]([CH3:13])([CH3:12])[CH3:11])=[O:8])[CH2:2]1. The yield is 0.890. (2) The reactants are O[C:2]1[C:11]([N+:12]([O-:14])=[O:13])=[CH:10][C:5]([C:6]([O:8][CH3:9])=[O:7])=[CH:4][C:3]=1[O:15][CH3:16].C(Cl)(=O)C([Cl:20])=O.O. The catalyst is CN(C=O)C. The product is [Cl:20][C:2]1[C:11]([N+:12]([O-:14])=[O:13])=[CH:10][C:5]([C:6]([O:8][CH3:9])=[O:7])=[CH:4][C:3]=1[O:15][CH3:16]. The yield is 0.650. (3) The reactants are [F:1][C:2]([F:39])([F:38])[C:3]1[CH:33]=[CH:32][C:31]([C:34]([F:37])([F:36])[F:35])=[CH:30][C:4]=1[CH2:5][N:6]1[CH2:11][CH2:10][CH2:9][C@@H:8]([CH:12]([CH2:17][CH2:18][CH3:19])[C:13]([O:15]C)=[O:14])[C@@H:7]1[C:20]1[CH:25]=[CH:24][C:23]([C:26]([F:29])([F:28])[F:27])=[CH:22][CH:21]=1.[Li+].[OH-].O1CCOCC1. The catalyst is C1COCC1.O. The product is [F:39][C:2]([F:1])([F:38])[C:3]1[CH:33]=[CH:32][C:31]([C:34]([F:35])([F:37])[F:36])=[CH:30][C:4]=1[CH2:5][N:6]1[CH2:11][CH2:10][CH2:9][C@@H:8]([CH:12]([CH2:17][CH2:18][CH3:19])[C:13]([OH:15])=[O:14])[C@@H:7]1[C:20]1[CH:21]=[CH:22][C:23]([C:26]([F:27])([F:28])[F:29])=[CH:24][CH:25]=1. The yield is 0.740. (4) The reactants are [CH3:1][O:2][C:3]1[CH:27]=[CH:26][C:6]([CH2:7][C:8]2[N:12]3[C:13](=[O:25])[C:14]4[NH:15][CH:16]=[N:17][C:18]=4[N:19]([CH2:20][CH2:21][CH2:22][CH2:23][CH3:24])[C:11]3=[N:10][N:9]=2)=[CH:5][CH:4]=1.[Br:28]N1C(=O)CCC1=O. The catalyst is C1COCC1. The product is [Br:28][C:16]1[NH:15][C:14]2[C:13](=[O:25])[N:12]3[C:8]([CH2:7][C:6]4[CH:5]=[CH:4][C:3]([O:2][CH3:1])=[CH:27][CH:26]=4)=[N:9][N:10]=[C:11]3[N:19]([CH2:20][CH2:21][CH2:22][CH2:23][CH3:24])[C:18]=2[N:17]=1. The yield is 0.600. (5) The reactants are [Cl:1][C:2]1[CH:26]=[CH:25][C:5]([NH:6][C:7]2[C:16]3[C:11](=[CH:12][C:13]([O:19][CH2:20][CH2:21][CH2:22][S:23][CH3:24])=[C:14]([O:17][CH3:18])[CH:15]=3)[N:10]=[CH:9][N:8]=2)=[C:4]([F:27])[CH:3]=1.[OH:28]OS([O-])=O.[K+]. No catalyst specified. The product is [Cl:1][C:2]1[CH:26]=[CH:25][C:5]([NH:6][C:7]2[C:16]3[C:11](=[CH:12][C:13]([O:19][CH2:20][CH2:21][CH2:22][S:23]([CH3:24])=[O:28])=[C:14]([O:17][CH3:18])[CH:15]=3)[N:10]=[CH:9][N:8]=2)=[C:4]([F:27])[CH:3]=1. The yield is 0.290.